Task: Predict which catalyst facilitates the given reaction.. Dataset: Catalyst prediction with 721,799 reactions and 888 catalyst types from USPTO Reactant: C(OC(=O)[NH:7][C:8]1[C:21]2[CH2:20][C:19]3[C:14](=[CH:15][CH:16]=[CH:17][CH:18]=3)[S:13][C:12]=2[C:11]([C:22]2[O:23][C:24]([N:29]3[CH2:34][CH2:33][O:32][CH2:31][CH2:30]3)=[CH:25][C:26](=[O:28])[CH:27]=2)=[CH:10][CH:9]=1)(C)(C)C.FC(F)(F)C(O)=O. Product: [NH2:7][C:8]1[C:21]2[CH2:20][C:19]3[C:14](=[CH:15][CH:16]=[CH:17][CH:18]=3)[S:13][C:12]=2[C:11]([C:22]2[O:23][C:24]([N:29]3[CH2:34][CH2:33][O:32][CH2:31][CH2:30]3)=[CH:25][C:26](=[O:28])[CH:27]=2)=[CH:10][CH:9]=1. The catalyst class is: 2.